From a dataset of Catalyst prediction with 721,799 reactions and 888 catalyst types from USPTO. Predict which catalyst facilitates the given reaction. (1) Reactant: CC([N:5]([C@H:9]([CH3:31])[C:10]([NH:12][C:13]1[CH:18]=[CH:17][C:16]([O:19][C:20]2[C:25]3[C:26]([CH3:29])=[N:27][O:28][C:24]=3[CH:23]=[C:22]([CH3:30])[CH:21]=2)=[CH:15][CH:14]=1)=[O:11])C(=O)[O-])(C)C.C(O)(C(F)(F)F)=O. Product: [CH3:29][C:26]1[C:25]2[C:20]([O:19][C:16]3[CH:15]=[CH:14][C:13]([NH:12][C:10](=[O:11])[C@@H:9]([CH3:31])[NH2:5])=[CH:18][CH:17]=3)=[CH:21][C:22]([CH3:30])=[CH:23][C:24]=2[O:28][N:27]=1. The catalyst class is: 4. (2) Reactant: [F:1][C:2]1[CH:3]=[C:4]([NH:9][C:10]2[C:15]([N+:16]([O-])=O)=[CH:14][CH:13]=[CH:12][N:11]=2)[CH:5]=[C:6]([F:8])[CH:7]=1.O. Product: [F:1][C:2]1[CH:3]=[C:4]([N:9]2[CH:12]=[CH:13][CH:14]=[C:15]([NH2:16])[CH:10]2[NH2:11])[CH:5]=[C:6]([F:8])[CH:7]=1. The catalyst class is: 409. (3) Reactant: [NH2:1][C:2]1[CH:6]=[C:5]([CH3:7])[NH:4][N:3]=1.[C:8]([CH:11]1[CH2:16][CH2:15][O:14][C:12]1=[O:13])(=O)[CH3:9].C(O)(=O)C. Product: [OH:14][CH2:15][CH2:16][C:11]1[C:8]([CH3:9])=[N:1][C:2]2[N:3]([N:4]=[C:5]([CH3:7])[CH:6]=2)[C:12]=1[OH:13]. The catalyst class is: 11. (4) Reactant: [C:1]([NH2:12])(=[O:11])[C:2]1[CH:10]=[CH:9][C:8]2[O:7][CH2:6][O:5][C:4]=2[CH:3]=1.[C:13]([N:20]([CH2:22][C:23]([OH:25])=[O:24])C)(OC(C)(C)C)=O.C([Cl:29])(=O)C. Product: [ClH:29].[C:1]([NH2:12])(=[O:11])[C:2]1[CH:10]=[CH:9][C:8]2[O:7][CH2:6][O:5][C:4]=2[CH:3]=1.[NH:20]([CH2:22][C:23]([OH:25])=[O:24])[CH3:13]. The catalyst class is: 5. (5) Reactant: [OH:1][NH:2][C:3](=[NH:20])[C:4]1[CH:5]=[C:6]2[C:10](=[CH:11][CH:12]=1)[N:9]([CH2:13][CH2:14][C:15]([O:17][CH2:18][CH3:19])=[O:16])[N:8]=[CH:7]2.[C:21]([C:23]1[CH:24]=[C:25]([C:33](O)=O)[CH:26]=[N:27][C:28]=1[O:29][CH:30]([CH3:32])[CH3:31])#[N:22].C(Cl)CCl. Product: [C:21]([C:23]1[CH:24]=[C:25]([C:33]2[O:1][N:2]=[C:3]([C:4]3[CH:5]=[C:6]4[C:10](=[CH:11][CH:12]=3)[N:9]([CH2:13][CH2:14][C:15]([O:17][CH2:18][CH3:19])=[O:16])[N:8]=[CH:7]4)[N:20]=2)[CH:26]=[N:27][C:28]=1[O:29][CH:30]([CH3:31])[CH3:32])#[N:22]. The catalyst class is: 39. (6) Reactant: [CH3:1][C:2]1([CH3:9])[C:6]([CH3:8])([CH3:7])[O:5][BH:4][O:3]1.[CH2:10]([O:12][C:13]([C:15]1[N:16]([CH3:25])[C:17]([CH2:23][CH3:24])=[C:18]([C:21]#[N:22])[C:19]=1I)=[O:14])[CH3:11].C(Cl)Cl.C(N(CC)CC)C. Product: [CH2:10]([O:12][C:13]([C:15]1[N:16]([CH3:25])[C:17]([CH2:23][CH3:24])=[C:18]([C:21]#[N:22])[C:19]=1[B:4]1[O:5][C:6]([CH3:8])([CH3:7])[C:2]([CH3:9])([CH3:1])[O:3]1)=[O:14])[CH3:11]. The catalyst class is: 47. (7) Reactant: [C:1]([C:11]([NH:13][CH2:14][CH2:15][OH:16])=[O:12])([C:4]([C:7]([F:10])([F:9])[F:8])([F:6])[F:5])([F:3])[F:2].[C:17]([O:20][CH2:21][CH3:22])(=[O:19])C. Product: [C:1]([C:11]([NH:13][CH2:14][CH2:15][OH:16])=[O:12])([C:4]([C:7]([F:10])([F:8])[F:9])([F:6])[F:5])([F:3])[F:2].[NH2:13][C:17]([O:20][CH2:21][CH3:22])=[O:19]. The catalyst class is: 6. (8) Reactant: [CH3:1][C:2]([O-:5])(C)[CH3:3].[K+].[F:7][C:8]([F:14])([F:13])[C:9]([O:11][CH3:12])=O.CO/C=C/C(=O)C. Product: [F:7][C:8]([F:14])([F:13])[C:9]1[O:11][CH:12]=[CH:1][C:2](=[O:5])[CH:3]=1. The catalyst class is: 27. (9) Reactant: [CH2:1]([O:8][C:9]1[CH:13]=[C:12]([C:14]([O:16][CH3:17])=[O:15])[NH:11][N:10]=1)[C:2]1[CH:7]=[CH:6][CH:5]=[CH:4][CH:3]=1.I[CH2:19][CH:20]([CH3:22])[CH3:21].C(=O)([O-])[O-].[K+].[K+].O. Product: [CH2:1]([O:8][C:9]1[CH:13]=[C:12]([C:14]([O:16][CH3:17])=[O:15])[N:11]([CH2:19][CH:20]([CH3:22])[CH3:21])[N:10]=1)[C:2]1[CH:3]=[CH:4][CH:5]=[CH:6][CH:7]=1. The catalyst class is: 9.